From a dataset of Forward reaction prediction with 1.9M reactions from USPTO patents (1976-2016). Predict the product of the given reaction. (1) Given the reactants [OH-].[K+].[Cl:3][C:4]1[CH:5]=[C:6]([C:14]2[O:18][N:17]=[C:16]([C:19]3[CH:20]=[C:21]([F:35])[CH:22]=[C:23]4[C:27]=3[NH:26][CH:25]=[C:24]4[CH2:28][CH2:29][C:30]([O:32]CC)=[O:31])[N:15]=2)[CH:7]=[CH:8][C:9]=1[O:10][CH:11]([CH3:13])[CH3:12].I[CH3:37].[OH-].[Na+].Cl, predict the reaction product. The product is: [Cl:3][C:4]1[CH:5]=[C:6]([C:14]2[O:18][N:17]=[C:16]([C:19]3[CH:20]=[C:21]([F:35])[CH:22]=[C:23]4[C:27]=3[N:26]([CH3:37])[CH:25]=[C:24]4[CH2:28][CH2:29][C:30]([OH:32])=[O:31])[N:15]=2)[CH:7]=[CH:8][C:9]=1[O:10][CH:11]([CH3:13])[CH3:12]. (2) Given the reactants [C:1]([O:5][C:6]([N:8]([CH2:29][O:30][CH2:31][CH2:32][Si:33]([CH3:36])([CH3:35])[CH3:34])[C:9]1[S:10][C:11]([C:24]([O:26][CH2:27][CH3:28])=[O:25])=[CH:12][C@:13]([C:16]2[CH:21]=[CH:20][CH:19]=[C:18]([F:22])[C:17]=2[F:23])([CH3:15])[N:14]=1)=[O:7])([CH3:4])([CH3:3])[CH3:2].[CH2:37]1COCC1, predict the reaction product. The product is: [C:1]([O:5][C:6]([N:8]([CH2:29][O:30][CH2:31][CH2:32][Si:33]([CH3:36])([CH3:35])[CH3:34])[C:9]1[S:10][C@:11]2([C:24]([O:26][CH2:27][CH3:28])=[O:25])[C@H:12]([C@:13]([C:16]3[CH:21]=[CH:20][CH:19]=[C:18]([F:22])[C:17]=3[F:23])([CH3:15])[N:14]=1)[CH2:37]2)=[O:7])([CH3:4])([CH3:3])[CH3:2]. (3) Given the reactants C(N(P(N(C(C)C)C(C)C)(Cl)([O-])[O-])C(C)C)(C)C.[C:19]([NH:24][C:25]1[NH:26][C:27](=[O:65])[C:28]2[N:29]=[CH:30][N:31]([C:63]=2[N:64]=1)[C@@H:32]1[O:62][C@H:36]([CH2:37][O:38][C:39]([C:56]2[CH:61]=[CH:60][CH:59]=[CH:58][CH:57]=2)([C:48]2[CH:53]=[CH:52][C:51]([O:54][CH3:55])=[CH:50][CH:49]=2)[C:40]2[CH:45]=[CH:44][C:43]([O:46][CH3:47])=[CH:42][CH:41]=2)[C@@H:34]([OH:35])[CH2:33]1)(=[O:23])[CH:20]([CH3:22])[CH3:21].C(N(C(C)C)C(C)C)C.C(O[C@@H]1[C@@H](OC(=O)C)[C@@H](OC(=O)C)[C@@H](COC(=O)C)O[C@H]1OCCOCCO)(=O)C.N1C=NN=N1.C(NC1NC(=O)C2N=CN(C=2N=1)[C@@H]1O[C@H](COC(C2C=CC=CC=2)(C2C=CC(OC)=CC=2)C2C=CC(OC)=CC=2)[C@@H]([O:126][P:127]([N:159]([CH:163]([CH3:165])[CH3:164])[CH:160]([CH3:162])[CH3:161])([O:129][CH2:130][CH2:131][O:132][CH2:133][CH2:134][O:135][C@@H:136]2[O:153][C@H:152]([CH2:154][O:155][C:156](=[O:158])[CH3:157])[C@@H:147]([O:148][C:149](=[O:151])[CH3:150])[C@H:142]([O:143][C:144](=[O:146])[CH3:145])[C@H:137]2[O:138][C:139](=[O:141])[CH3:140])=O)C1)(=O)C(C)C, predict the reaction product. The product is: [C:19]([NH:24][C:25]1[NH:26][C:27](=[O:65])[C:28]2[N:29]=[CH:30][N:31]([C:63]=2[N:64]=1)[C@@H:32]1[O:62][C@H:36]([CH2:37][O:38][C:39]([C:56]2[CH:61]=[CH:60][CH:59]=[CH:58][CH:57]=2)([C:48]2[CH:53]=[CH:52][C:51]([O:54][CH3:55])=[CH:50][CH:49]=2)[C:40]2[CH:41]=[CH:42][C:43]([O:46][CH3:47])=[CH:44][CH:45]=2)[C@@H:34]([O:35][P:127]([N:159]([CH:163]([CH3:165])[CH3:164])[CH:160]([CH3:161])[CH3:162])([O:129][CH2:130][CH2:131][O:132][CH2:133][CH2:134][O:135][C@@H:136]2[O:153][C@H:152]([CH2:154][O:155][C:156](=[O:158])[CH3:157])[C@H:147]([O:148][C:149](=[O:151])[CH3:150])[C@H:142]([O:143][C:144](=[O:146])[CH3:145])[C@H:137]2[O:138][C:139](=[O:141])[CH3:140])=[O:126])[CH2:33]1)(=[O:23])[CH:20]([CH3:22])[CH3:21]. (4) Given the reactants Cl[C:2]1[S:3][C:4]([C:7]([O:9][CH:10]([CH3:12])[CH3:11])=[O:8])=[CH:5][N:6]=1.[NH2:13][C:14]1[CH:19]=[C:18]([Br:20])[N:17]=[C:16]([CH3:21])[N:15]=1, predict the reaction product. The product is: [Br:20][C:18]1[N:17]=[C:16]([CH3:21])[N:15]=[C:14]([NH:13][C:2]2[S:3][C:4]([C:7]([O:9][CH:10]([CH3:12])[CH3:11])=[O:8])=[CH:5][N:6]=2)[CH:19]=1. (5) Given the reactants [OH-].[Na+].[CH2:3](Cl)[CH2:4]Cl.[OH:7][CH:8]1[CH:12]([OH:13])[CH2:11][N:10]([C:14]([O:16][CH2:17][C:18]2[CH:23]=[CH:22][CH:21]=[CH:20][CH:19]=2)=[O:15])[CH2:9]1, predict the reaction product. The product is: [O:7]1[CH:8]2[CH2:9][N:10]([C:14]([O:16][CH2:17][C:18]3[CH:23]=[CH:22][CH:21]=[CH:20][CH:19]=3)=[O:15])[CH2:11][CH:12]2[O:13][CH2:4][CH2:3]1. (6) Given the reactants [CH3:1][O:2][C:3](=[O:17])[CH2:4][C:5]1[C:6]([F:16])=[C:7]2[C:12](=[CH:13][C:14]=1[F:15])[N:11]=[CH:10][CH:9]=[CH:8]2.N1C=CC=CC=1.[Br:24]Br, predict the reaction product. The product is: [CH3:1][O:2][C:3](=[O:17])[CH2:4][C:5]1[C:6]([F:16])=[C:7]2[C:12](=[CH:13][C:14]=1[F:15])[N:11]=[CH:10][C:9]([Br:24])=[CH:8]2. (7) Given the reactants [OH:1][CH:2]1[CH2:6][CH2:5][O:4][CH2:3]1.Cl[C:8]1[CH:9]=[CH:10][C:11]([N+:23]([O-:25])=[O:24])=[C:12]([CH2:14][NH:15][C:16](=[O:22])[O:17][C:18]([CH3:21])([CH3:20])[CH3:19])[CH:13]=1.[H-].[Na+], predict the reaction product. The product is: [O:4]1[CH2:5][CH2:6][CH:2]([O:1][C:8]2[CH:9]=[CH:10][C:11]([N+:23]([O-:25])=[O:24])=[C:12]([CH2:14][NH:15][C:16](=[O:22])[O:17][C:18]([CH3:21])([CH3:19])[CH3:20])[CH:13]=2)[CH2:3]1. (8) Given the reactants [CH3:1][O:2][C:3](=[O:11])[C:4]1[CH:9]=[CH:8][CH:7]=[C:6]([NH2:10])[CH:5]=1.[Br:12][C:13]1[CH:14]=[C:15]([CH:18]=[CH:19][CH:20]=1)[CH:16]=O.[CH2:21]=[C:22]([CH3:24])[CH3:23].FC(F)(F)S([O-])(=O)=O.[Yb+3].FC(F)(F)S([O-])(=O)=O.FC(F)(F)S([O-])(=O)=O, predict the reaction product. The product is: [CH3:1][O:2][C:3]([C:4]1[CH:5]=[C:6]2[C:7]([C:22]([CH3:24])([CH3:23])[CH2:21][CH:16]([C:15]3[CH:18]=[CH:19][CH:20]=[C:13]([Br:12])[CH:14]=3)[NH:10]2)=[CH:8][CH:9]=1)=[O:11].